From a dataset of Forward reaction prediction with 1.9M reactions from USPTO patents (1976-2016). Predict the product of the given reaction. (1) Given the reactants [F:1][C:2]1[CH:3]=[C:4]([C:9]2[CH2:13][CH:12]([CH2:14][O:15][C:16]3[CH:20]=[CH:19][O:18][N:17]=3)[O:11][N:10]=2)[CH:5]=[CH:6][C:7]=1F.[NH:21]1[CH:25]=[CH:24][CH:23]=[N:22]1, predict the reaction product. The product is: [F:1][C:2]1[CH:3]=[C:4]([C:9]2[CH2:13][CH:12]([CH2:14][O:15][C:16]3[CH:20]=[CH:19][O:18][N:17]=3)[O:11][N:10]=2)[CH:5]=[CH:6][C:7]=1[N:21]1[CH:25]=[CH:24][CH:23]=[N:22]1. (2) The product is: [OH:7][C@H:6]([C:12]([CH3:15])([CH3:16])[CH2:13][OH:14])[C:1]#[N:2]. Given the reactants [CH:1]#[N:2].OC1C(C)(C)C[O:7][CH:6]([C:12]([CH3:16])([CH3:15])[CH2:13][OH:14])O1, predict the reaction product. (3) The product is: [Cl:24][C:10]1[CH:11]=[C:12]2[C:17](=[CH:18][C:9]=1[O:8][C:7]1[CH:6]=[CH:5][C:4]([C:1](=[O:3])[NH:2][C:28]3[CH:37]=[CH:36][C:35]4[C:30](=[C:31]([CH3:38])[CH:32]=[CH:33][CH:34]=4)[N:29]=3)=[CH:26][CH:25]=1)[O:16][CH2:15][CH2:14][CH:13]2[C:19]([O:21][CH2:22][CH3:23])=[O:20]. Given the reactants [C:1]([C:4]1[CH:26]=[CH:25][C:7]([O:8][C:9]2[CH:18]=[C:17]3[C:12]([CH:13]([C:19]([O:21][CH2:22][CH3:23])=[O:20])[CH2:14][CH2:15][O:16]3)=[CH:11][C:10]=2[Cl:24])=[CH:6][CH:5]=1)(=[O:3])[NH2:2].Cl[C:28]1[CH:37]=[CH:36][C:35]2[C:30](=[C:31]([CH3:38])[CH:32]=[CH:33][CH:34]=2)[N:29]=1.CC(C1C=C(C(C)C)C(C2C=CC=CC=2P(C2CCCCC2)C2CCCCC2)=C(C(C)C)C=1)C, predict the reaction product. (4) Given the reactants [O:1]=[C:2]1[CH:7]=[C:6]([NH:8][C:9](=[O:22])[CH2:10][C:11]2[CH:16]=[CH:15][CH:14]=[C:13]([O:17][C:18]([F:21])([F:20])[F:19])[CH:12]=2)[CH:5]=[CH:4][N:3]1[CH2:23][CH2:24][CH2:25][CH2:26][N:27]1[CH:31]=[C:30]([C:32]([O:34]CC)=[O:33])[N:29]=[N:28]1.[Li+].[OH-], predict the reaction product. The product is: [O:1]=[C:2]1[CH:7]=[C:6]([NH:8][C:9](=[O:22])[CH2:10][C:11]2[CH:16]=[CH:15][CH:14]=[C:13]([O:17][C:18]([F:19])([F:20])[F:21])[CH:12]=2)[CH:5]=[CH:4][N:3]1[CH2:23][CH2:24][CH2:25][CH2:26][N:27]1[CH:31]=[C:30]([C:32]([OH:34])=[O:33])[N:29]=[N:28]1. (5) Given the reactants [C:1]1([CH3:11])[CH:6]=[CH:5][C:4](S(O)(=O)=O)=[CH:3]C=1.[C:12]([OH:20])(=[O:19])[CH:13]([CH2:15][C:16]([OH:18])=[O:17])[OH:14].[CH2:21](O)[CH2:22][CH2:23][CH2:24][CH2:25][CH3:26], predict the reaction product. The product is: [CH2:21]([O:19][C:12](=[O:20])[CH:13]([CH2:15][C:16]([O:18][CH2:3][CH2:4][CH2:5][CH2:6][CH2:1][CH3:11])=[O:17])[OH:14])[CH2:22][CH2:23][CH2:24][CH2:25][CH3:26]. (6) Given the reactants C(OC([N:8]1[CH2:12][C@@H:11]([CH2:13][NH:14][C:15](=[O:25])[C:16]([CH3:24])([C:18]2[CH:23]=[CH:22][CH:21]=[CH:20][CH:19]=2)[CH3:17])[C@H:10]([CH2:26][N:27]([CH:44]([CH3:46])[CH3:45])[C:28](=[O:43])[C:29]2[CH:34]=[CH:33][C:32]([O:35][CH3:36])=[C:31]([O:37][CH2:38][CH2:39][CH2:40][O:41][CH3:42])[CH:30]=2)[CH2:9]1)=O)(C)(C)C, predict the reaction product. The product is: [CH:44]([N:27]([CH2:26][C@H:10]1[C@H:11]([CH2:13][NH:14][C:15](=[O:25])[C:16]([CH3:24])([C:18]2[CH:23]=[CH:22][CH:21]=[CH:20][CH:19]=2)[CH3:17])[CH2:12][NH:8][CH2:9]1)[C:28](=[O:43])[C:29]1[CH:34]=[CH:33][C:32]([O:35][CH3:36])=[C:31]([O:37][CH2:38][CH2:39][CH2:40][O:41][CH3:42])[CH:30]=1)([CH3:46])[CH3:45]. (7) Given the reactants FC(F)(F)C(O)=O.C([SiH](CC)CC)C.O[CH:16]([C:27]1[C:28]([C:38]2[CH:43]=[CH:42][C:41]([O:44][C:45]([F:48])([F:47])[F:46])=[CH:40][CH:39]=2)=[N:29][N:30]2[CH:35]=[C:34]([O:36][CH3:37])[CH:33]=[CH:32][C:31]=12)[C:17]1[N:22]=[C:21]([C:23]([O:25][CH3:26])=[O:24])[CH:20]=[CH:19][CH:18]=1.C(=O)(O)[O-].[Na+], predict the reaction product. The product is: [CH3:37][O:36][C:34]1[CH:33]=[CH:32][C:31]2[N:30]([N:29]=[C:28]([C:38]3[CH:39]=[CH:40][C:41]([O:44][C:45]([F:46])([F:48])[F:47])=[CH:42][CH:43]=3)[C:27]=2[CH2:16][C:17]2[N:22]=[C:21]([C:23]([O:25][CH3:26])=[O:24])[CH:20]=[CH:19][CH:18]=2)[CH:35]=1.